Dataset: Catalyst prediction with 721,799 reactions and 888 catalyst types from USPTO. Task: Predict which catalyst facilitates the given reaction. (1) Reactant: [F:1][CH:2]([F:13])[O:3][C:4]1[CH:9]=[CH:8][C:7]([N+:10]([O-])=O)=[CH:6][N:5]=1.Cl. Product: [F:13][CH:2]([F:1])[O:3][C:4]1[N:5]=[CH:6][C:7]([NH2:10])=[CH:8][CH:9]=1. The catalyst class is: 190. (2) Reactant: [NH2:1][C:2]1[N:6]([C:7]2[CH:8]=[C:9]([CH:14]=[CH:15][CH:16]=2)[O:10][CH2:11][CH2:12][OH:13])[N:5]=[C:4]([C:17]([CH3:20])([CH3:19])[CH3:18])[CH:3]=1.[OH-].[Na+].Cl[C:24]([O:26][CH2:27][C:28]([Cl:31])([Cl:30])[Cl:29])=[O:25]. Product: [Cl:29][C:28]([Cl:31])([Cl:30])[CH2:27][O:26][C:24](=[O:25])[NH:1][C:2]1[N:6]([C:7]2[CH:16]=[CH:15][CH:14]=[C:9]([O:10][CH2:11][CH2:12][OH:13])[CH:8]=2)[N:5]=[C:4]([C:17]([CH3:20])([CH3:19])[CH3:18])[CH:3]=1. The catalyst class is: 25. (3) Reactant: C1N=CN([C:6](N2C=NC=C2)=[O:7])C=1.[F:13][C:14]1[C:28]2[CH2:27][CH2:26][C:21]3=[N:22][CH:23]=[CH:24][CH:25]=[C:20]3[CH:19]([NH2:29])[C:18]=2[CH:17]=[CH:16][CH:15]=1.[Cl:30][C:31]1[CH:32]=[C:33]([C:39]([NH:41][C@@H:42]2[CH2:46][CH2:45][N:44]([CH3:47])[C:43]2=[O:48])=[O:40])[CH:34]=[N:35][C:36]=1[NH:37][NH2:38]. Product: [Cl:30][C:31]1[CH:32]=[C:33]([C:39]([NH:41][C@@H:42]2[CH2:46][CH2:45][N:44]([CH3:47])[C:43]2=[O:48])=[O:40])[CH:34]=[N:35][C:36]=1[NH:37][NH:38][C:6]([NH:29][CH:19]1[C:20]2[C:21](=[N:22][CH:23]=[CH:24][CH:25]=2)[CH2:26][CH2:27][C:28]2[C:14]([F:13])=[CH:15][CH:16]=[CH:17][C:18]1=2)=[O:7]. The catalyst class is: 3. (4) Reactant: O.[OH-].[Li+].[CH3:4][C:5]([O:8][C@H:9]([CH3:41])[C@@H:10]([C:37]([O:39]C)=[O:38])[NH:11][C:12]([C:14]1[C:23]([NH:24][C:25]([NH:27][C:28]2[C:33]([CH3:34])=[CH:32][C:31]([CH3:35])=[CH:30][C:29]=2[CH3:36])=[O:26])=[CH:22][C:21]2[C:16](=[CH:17][CH:18]=[CH:19][CH:20]=2)[CH:15]=1)=[O:13])([CH3:7])[CH3:6].O.Cl. Product: [CH3:7][C:5]([O:8][C@H:9]([CH3:41])[C@@H:10]([C:37]([OH:39])=[O:38])[NH:11][C:12]([C:14]1[C:23]([NH:24][C:25]([NH:27][C:28]2[C:29]([CH3:36])=[CH:30][C:31]([CH3:35])=[CH:32][C:33]=2[CH3:34])=[O:26])=[CH:22][C:21]2[C:16](=[CH:17][CH:18]=[CH:19][CH:20]=2)[CH:15]=1)=[O:13])([CH3:4])[CH3:6]. The catalyst class is: 12. (5) Reactant: [OH:1][C:2]1[CH:7]=[CH:6][CH:5]=[CH:4][C:3]=1[CH2:8][C:9]([OH:11])=[O:10].O.[C:13]1(C)C=CC(S(O)(=O)=O)=C[CH:14]=1. Product: [OH:1][C:2]1[CH:7]=[CH:6][CH:5]=[CH:4][C:3]=1[CH2:8][C:9]([O:11][CH2:13][CH3:14])=[O:10]. The catalyst class is: 8.